From a dataset of Peptide-MHC class I binding affinity with 185,985 pairs from IEDB/IMGT. Regression. Given a peptide amino acid sequence and an MHC pseudo amino acid sequence, predict their binding affinity value. This is MHC class I binding data. (1) The peptide sequence is DLHDYCSRNL. The MHC is Patr-A0701 with pseudo-sequence Patr-A0701. The binding affinity (normalized) is 0.270. (2) The peptide sequence is TSTLQEQIGW. The MHC is Mamu-B08 with pseudo-sequence Mamu-B08. The binding affinity (normalized) is 0. (3) The peptide sequence is KTGESSRSY. The MHC is HLA-A32:01 with pseudo-sequence HLA-A32:01. The binding affinity (normalized) is 0.115. (4) The peptide sequence is GRYNLISPK. The binding affinity (normalized) is 0.0847. The MHC is HLA-A24:03 with pseudo-sequence HLA-A24:03. (5) The peptide sequence is FYQKTGEKS. The MHC is HLA-A26:01 with pseudo-sequence HLA-A26:01. The binding affinity (normalized) is 0.